Task: Predict the reaction yield, written as a fraction of the theoretical maximum amount of product (1.0 means a 100% yield; for example, 0.34 means a 34% yield).. Dataset: Reaction yield outcomes from USPTO patents with 853,638 reactions (1) The reactants are FC1C=C2C(C(I)=CN2S(C2C=CC=CC=2)(=O)=O)=CC=1.[F:21][C:22]1[CH:30]=[C:29]2[C:25]([C:26]([C:40]3[CH:48]=[CH:47][C:43]4[NH:44][CH:45]=[N:46][C:42]=4[CH:41]=3)=[CH:27][N:28]2S(C2C=CC=CC=2)(=O)=O)=[CH:24][CH:23]=1. No catalyst specified. The product is [F:21][C:22]1[CH:30]=[C:29]2[C:25]([C:26]([C:40]3[CH:48]=[CH:47][C:43]4[NH:44][CH:45]=[N:46][C:42]=4[CH:41]=3)=[CH:27][NH:28]2)=[CH:24][CH:23]=1. The yield is 0.0300. (2) The reactants are [F:1][C:2]1[CH:7]=[CH:6][C:5]([N:8]2[C:17](=[O:18])[C:16]3[C:11](=[CH:12][C:13]([C:19]4[N:23]=[C:22]([CH3:24])[O:21][N:20]=4)=[CH:14][CH:15]=3)[N:10]=[C:9]2[S:25][CH2:26][C:27]([O:29]C(C)(C)C)=[O:28])=[CH:4][CH:3]=1.C(O)(C(F)(F)F)=O. The catalyst is C(Cl)Cl. The product is [F:1][C:2]1[CH:3]=[CH:4][C:5]([N:8]2[C:17](=[O:18])[C:16]3[C:11](=[CH:12][C:13]([C:19]4[N:23]=[C:22]([CH3:24])[O:21][N:20]=4)=[CH:14][CH:15]=3)[N:10]=[C:9]2[S:25][CH2:26][C:27]([OH:29])=[O:28])=[CH:6][CH:7]=1. The yield is 0.640. (3) The reactants are [CH3:1][C:2]1[O:6][C:5]([C:7]2[CH:16]=[CH:15][C:10]([C:11]([O:13]C)=[O:12])=[CH:9][CH:8]=2)=[N:4][C:3]=1[CH2:17][S:18]([C:21]1[CH:26]=[CH:25][C:24]([C:27]([F:30])([F:29])[F:28])=[CH:23][CH:22]=1)(=[O:20])=[O:19]. The catalyst is Cl. The product is [CH3:1][C:2]1[O:6][C:5]([C:7]2[CH:16]=[CH:15][C:10]([C:11]([OH:13])=[O:12])=[CH:9][CH:8]=2)=[N:4][C:3]=1[CH2:17][S:18]([C:21]1[CH:26]=[CH:25][C:24]([C:27]([F:29])([F:28])[F:30])=[CH:23][CH:22]=1)(=[O:20])=[O:19]. The yield is 0.890. (4) The reactants are [CH:1]1([CH2:6][C:7]2[CH:12]=[CH:11][C:10]([O:13]C)=[C:9]([O:15]C)[CH:8]=2)[CH2:5][CH2:4][CH2:3][CH2:2]1. The catalyst is Br.C(O)(=O)C. The product is [CH:1]1([CH2:6][C:7]2[CH:8]=[C:9]([OH:15])[C:10]([OH:13])=[CH:11][CH:12]=2)[CH2:2][CH2:3][CH2:4][CH2:5]1. The yield is 0.970.